Dataset: Forward reaction prediction with 1.9M reactions from USPTO patents (1976-2016). Task: Predict the product of the given reaction. (1) Given the reactants Cl[C:2]1[N:11]=[C:10]([NH:12][NH:13][C:14](=[O:16])[CH3:15])[C:9]2[CH:8]=[CH:7][C:6]3[O:17][C:18]([F:21])([F:20])[O:19][C:5]=3[C:4]=2[N:3]=1.C(N(CC)C(C)C)(C)C.[CH3:31][O:32][C:33]1[CH:40]=[C:39]([O:41][CH3:42])[CH:38]=[CH:37][C:34]=1[CH2:35][NH2:36], predict the reaction product. The product is: [CH3:31][O:32][C:33]1[CH:40]=[C:39]([O:41][CH3:42])[CH:38]=[CH:37][C:34]=1[CH2:35][NH:36][C:2]1[N:11]=[C:10]([NH:12][NH:13][C:14](=[O:16])[CH3:15])[C:9]2[CH:8]=[CH:7][C:6]3[O:17][C:18]([F:21])([F:20])[O:19][C:5]=3[C:4]=2[N:3]=1. (2) The product is: [F:37][C:5]1([F:4])[CH:10]([C:11]2[CH:16]=[CH:15][C:14]([NH:17][C:18]3[N:23]=[CH:22][C:21]4=[CH:24][CH:25]=[C:26]([C:27]5[C:28]([O:33][CH3:34])=[N:29][CH:30]=[CH:31][CH:32]=5)[N:20]4[N:19]=3)=[C:13]([O:35][CH3:36])[CH:12]=2)[CH2:9][CH2:8][N:7]([CH2:1][CH2:2][OH:3])[CH2:6]1. Given the reactants [CH2:1]1[O:3][CH2:2]1.[F:4][C:5]1([F:37])[CH:10]([C:11]2[CH:16]=[CH:15][C:14]([NH:17][C:18]3[N:23]=[CH:22][C:21]4=[CH:24][CH:25]=[C:26]([C:27]5[C:28]([O:33][CH3:34])=[N:29][CH:30]=[CH:31][CH:32]=5)[N:20]4[N:19]=3)=[C:13]([O:35][CH3:36])[CH:12]=2)[CH2:9][CH2:8][NH:7][CH2:6]1, predict the reaction product.